Dataset: Peptide-MHC class I binding affinity with 185,985 pairs from IEDB/IMGT. Task: Regression. Given a peptide amino acid sequence and an MHC pseudo amino acid sequence, predict their binding affinity value. This is MHC class I binding data. The peptide sequence is VMAASGAPF. The MHC is HLA-B08:03 with pseudo-sequence HLA-B08:03. The binding affinity (normalized) is 0.0847.